This data is from Full USPTO retrosynthesis dataset with 1.9M reactions from patents (1976-2016). The task is: Predict the reactants needed to synthesize the given product. (1) The reactants are: [CH3:1][N:2]([CH3:21])[C:3]([C:5]1[CH:6]=[C:7]([S:11]([N:14]2[CH2:17][CH:16]([C:18]([OH:20])=[O:19])[CH2:15]2)(=[O:13])=[O:12])[CH:8]=[CH:9][CH:10]=1)=[O:4].[Cl:22][C:23]1[CH:24]=[N+:25]([O-:48])[CH:26]=[C:27]([Cl:47])[C:28]=1[CH2:29][C@@H:30]([C:32]1[CH:37]=[CH:36][C:35]([O:38][CH:39]([F:41])[F:40])=[C:34]([O:42][CH2:43][CH:44]2[CH2:46][CH2:45]2)[CH:33]=1)O.C(Cl)CCl. Given the product [Cl:22][C:23]1[CH:24]=[N+:25]([O-:48])[CH:26]=[C:27]([Cl:47])[C:28]=1[CH2:29][C@@H:30]([C:32]1[CH:37]=[CH:36][C:35]([O:38][CH:39]([F:41])[F:40])=[C:34]([O:42][CH2:43][CH:44]2[CH2:46][CH2:45]2)[CH:33]=1)[O:19][C:18]([CH:16]1[CH2:17][N:14]([S:11]([C:7]2[CH:8]=[CH:9][CH:10]=[C:5]([C:3](=[O:4])[N:2]([CH3:21])[CH3:1])[CH:6]=2)(=[O:12])=[O:13])[CH2:15]1)=[O:20], predict the reactants needed to synthesize it. (2) Given the product [CH3:1][C:2]1[CH:26]=[CH:25][CH:24]=[C:23]2[C:3]=1[C:4](=[O:5])[N:6]([CH:7]1[CH2:9][CH2:8]1)[C:10]([C@@H:11]([NH:14][C:15](=[O:21])[O:16][C:17]([CH3:20])([CH3:19])[CH3:18])[CH2:12][CH3:13])=[N:27]2, predict the reactants needed to synthesize it. The reactants are: [CH3:1][C:2]1[CH:26]=[CH:25][CH:24]=[C:23]([N+:27]([O-])=O)[C:3]=1[C:4]([N:6]([C:10](=O)[C@@H:11]([NH:14][C:15](=[O:21])[O:16][C:17]([CH3:20])([CH3:19])[CH3:18])[CH2:12][CH3:13])[CH:7]1[CH2:9][CH2:8]1)=[O:5]. (3) Given the product [F:11][C:9]([C:7]1[CH:8]=[C:3]([CH2:2][N:37]2[C:38](=[O:39])[C:33]([O:32][C:31]3[C:24]([F:23])=[C:25]([CH:28]=[CH:29][CH:30]=3)[C:26]#[N:27])=[C:34]([C:40]([F:43])([F:41])[F:42])[N:35]=[CH:36]2)[CH:4]([O:13][CH3:14])[NH:5][N:6]=1)([F:12])[CH3:10], predict the reactants needed to synthesize it. The reactants are: Cl[CH2:2][C:3]1[CH:8]=[C:7]([C:9]([F:12])([F:11])[CH3:10])[N:6]=[N:5][C:4]=1[O:13][CH3:14].C(=O)([O-])[O-].[K+].[K+].[Li+].[Br-].[F:23][C:24]1[C:31]([O:32][C:33]2[C:38](=[O:39])[NH:37][CH:36]=[N:35][C:34]=2[C:40]([F:43])([F:42])[F:41])=[CH:30][CH:29]=[CH:28][C:25]=1[C:26]#[N:27]. (4) Given the product [CH3:1][O:2][C:3](=[O:26])[CH2:4][CH2:5][CH2:6][O:7][C:8]1[CH:13]=[C:12]([NH:14][C:34]([O:36][CH2:37][CH:38]=[CH2:39])=[O:35])[C:11]([C:15]([N:17]2[CH2:21][CH2:20][CH2:19][CH:18]2[CH2:22][OH:23])=[O:16])=[CH:10][C:9]=1[O:24][CH3:25], predict the reactants needed to synthesize it. The reactants are: [CH3:1][O:2][C:3](=[O:26])[CH2:4][CH2:5][CH2:6][O:7][C:8]1[CH:13]=[C:12]([NH2:14])[C:11]([C:15]([N:17]2[CH2:21][CH2:20][CH2:19][CH:18]2[CH2:22][OH:23])=[O:16])=[CH:10][C:9]=1[O:24][CH3:25].N1C=CC=CC=1.Cl[C:34]([O:36][CH2:37][CH:38]=[CH2:39])=[O:35]. (5) Given the product [O:6]([C:13]1[CH:14]=[CH:15][C:16]([O:19][C:23]2[CH:28]=[CH:27][CH:26]=[CH:25][CH:24]=2)=[CH:17][CH:18]=1)[C:7]1[CH:12]=[CH:11][CH:10]=[CH:9][CH:8]=1, predict the reactants needed to synthesize it. The reactants are: CCOCC.[O:6]([C:13]1[CH:18]=[CH:17][C:16]([OH:19])=[CH:15][CH:14]=1)[C:7]1[CH:12]=[CH:11][CH:10]=[CH:9][CH:8]=1.[OH-].[K+].Br[C:23]1[CH:28]=[CH:27][CH:26]=[CH:25][CH:24]=1. (6) Given the product [OH:11][CH2:10][C:2]([CH3:19])([CH3:1])[CH2:3][CH:4]1[CH2:8][O:7][C:6](=[O:9])[O:5]1, predict the reactants needed to synthesize it. The reactants are: [CH3:1][C:2]([CH3:19])([CH2:10][O:11][Si](C)(C)C(C)(C)C)[CH2:3][CH:4]1[CH2:8][O:7][C:6](=[O:9])[O:5]1.F.F.F.C(N(CC)CC)C. (7) The reactants are: [OH:1][B:2]1[C:6]2[CH:7]=[C:8]([NH:11][S:12]([C:15]3[CH:20]=[CH:19][C:18]([O:21]C)=[CH:17][C:16]=3[N+:23]([O-:25])=[O:24])(=[O:14])=[O:13])[CH:9]=[CH:10][C:5]=2[CH2:4][O:3]1.B(Br)(Br)Br.O. Given the product [OH:21][C:18]1[CH:19]=[CH:20][C:15]([S:12]([NH:11][C:8]2[CH:9]=[CH:10][C:5]3[CH2:4][O:3][B:2]([OH:1])[C:6]=3[CH:7]=2)(=[O:14])=[O:13])=[C:16]([N+:23]([O-:25])=[O:24])[CH:17]=1, predict the reactants needed to synthesize it.